Task: Predict the product of the given reaction.. Dataset: Forward reaction prediction with 1.9M reactions from USPTO patents (1976-2016) (1) Given the reactants Cl[C:2]1[CH:7]=[CH:6][N:5]=[C:4]([NH:8][C:9]2[CH:14]=[C:13]([N:15]3[CH2:20][CH2:19][O:18][CH2:17][CH2:16]3)[CH:12]=[C:11]([N:21]3[CH2:26][CH2:25][O:24][CH2:23][CH2:22]3)[CH:10]=2)[N:3]=1.[NH2:27][C:28]1[CH:36]=[CH:35][CH:34]=[C:33]2[C:29]=1[CH:30]=[N:31][NH:32]2, predict the reaction product. The product is: [N:21]1([C:11]2[CH:10]=[C:9]([NH:8][C:4]3[N:3]=[C:2]([NH:27][C:28]4[CH:36]=[CH:35][CH:34]=[C:33]5[C:29]=4[CH:30]=[N:31][NH:32]5)[CH:7]=[CH:6][N:5]=3)[CH:14]=[C:13]([N:15]3[CH2:20][CH2:19][O:18][CH2:17][CH2:16]3)[CH:12]=2)[CH2:26][CH2:25][O:24][CH2:23][CH2:22]1. (2) Given the reactants [O-:1][C:2]#N.[K+].[CH3:5][O:6][C:7]1[N:12]=[CH:11][C:10]([NH:13][C:14]2([C:20]#[N:21])[CH2:19][CH2:18][CH2:17][CH2:16][CH2:15]2)=[CH:9][CH:8]=1.Cl.[OH2:23], predict the reaction product. The product is: [CH3:5][O:6][C:7]1[N:12]=[CH:11][C:10]([N:13]2[C:14]3([CH2:19][CH2:18][CH2:17][CH2:16][CH2:15]3)[C:20](=[O:23])[NH:21][C:2]2=[O:1])=[CH:9][CH:8]=1. (3) Given the reactants C([O:3][C:4](=[O:17])[C:5]1[CH:10]=[C:9]([CH3:11])[N:8]=[C:7]([N:12]([CH2:15][CH3:16])[CH2:13][CH3:14])[CH:6]=1)C.[ClH:18], predict the reaction product. The product is: [ClH:18].[CH2:15]([N:12]([CH2:13][CH3:14])[C:7]1[CH:6]=[C:5]([CH:10]=[C:9]([CH3:11])[N:8]=1)[C:4]([OH:17])=[O:3])[CH3:16]. (4) Given the reactants C(OC([C:6]1[N:10]=[C:9]([C:11]2[CH:16]=[CH:15][N:14]=[CH:13][C:12]=2[NH:17][C:18]2[CH:23]=[CH:22][C:21]([I:24])=[CH:20][C:19]=2[F:25])[O:8][N:7]=1)=O)C.[Li+].[OH-].Cl, predict the reaction product. The product is: [F:25][C:19]1[CH:20]=[C:21]([I:24])[CH:22]=[CH:23][C:18]=1[NH:17][C:12]1[CH:13]=[N:14][CH:15]=[CH:16][C:11]=1[C:9]1[O:8][N:7]=[CH:6][N:10]=1. (5) The product is: [CH:15]1([C:12]2[N:13]=[CH:14][C:9]([O:8][C@H:6]3[CH2:5][N:4]([C:18]([O:20][C:21]([CH3:24])([CH3:23])[CH3:22])=[O:19])[C@H:3]([CH2:2][NH:1][CH2:33][C:34]([O:36][CH3:37])=[O:35])[CH2:7]3)=[N:10][CH:11]=2)[CH2:16][CH2:17]1. Given the reactants [NH2:1][CH2:2][C@@H:3]1[CH2:7][C@@H:6]([O:8][C:9]2[CH:14]=[N:13][C:12]([CH:15]3[CH2:17][CH2:16]3)=[CH:11][N:10]=2)[CH2:5][N:4]1[C:18]([O:20][C:21]([CH3:24])([CH3:23])[CH3:22])=[O:19].C(N(CC)CC)C.Br[CH2:33][C:34]([O:36][CH3:37])=[O:35], predict the reaction product.